Dataset: Reaction yield outcomes from USPTO patents with 853,638 reactions. Task: Predict the reaction yield, written as a fraction of the theoretical maximum amount of product (1.0 means a 100% yield; for example, 0.34 means a 34% yield). The reactants are [CH2:1]([OH:4])[CH2:2][OH:3].C1(C)C=CC(S(O)(=O)=O)=CC=1.[Br:16][C:17]1[CH:18]=[CH:19][C:20]([CH:23]=O)=[N:21][CH:22]=1. The catalyst is C1(C)C=CC=CC=1. The product is [Br:16][C:17]1[CH:18]=[CH:19][C:20]([CH:23]2[O:4][CH2:1][CH2:2][O:3]2)=[N:21][CH:22]=1. The yield is 0.840.